This data is from Reaction yield outcomes from USPTO patents with 853,638 reactions. The task is: Predict the reaction yield, written as a fraction of the theoretical maximum amount of product (1.0 means a 100% yield; for example, 0.34 means a 34% yield). (1) The reactants are [Br:1][C:2]1[CH:3]=[C:4]([N:8]2[C:12]3[C:13](=[O:16])[CH2:14][CH2:15][C:11]=3[C:10]([C:17]([O:19][CH2:20][CH3:21])=[O:18])=[N:9]2)[CH:5]=[CH:6][CH:7]=1.[BH4-].[Na+]. The catalyst is C(O)C.C(OCC)(=O)C. The product is [Br:1][C:2]1[CH:3]=[C:4]([N:8]2[C:12]3[CH:13]([OH:16])[CH2:14][CH2:15][C:11]=3[C:10]([C:17]([O:19][CH2:20][CH3:21])=[O:18])=[N:9]2)[CH:5]=[CH:6][CH:7]=1. The yield is 0.660. (2) The reactants are [NH2:1][C@H:2]1[CH2:7][CH2:6][C@H:5]([C:8]2[CH:9]=[C:10]([CH:16]=[CH:17][CH:18]=2)[C:11]([O:13][CH2:14][CH3:15])=[O:12])[CH2:4][CH2:3]1.[Cl:19][C:20]1[N:21]=[C:22]([C:27](O)=[O:28])[NH:23][C:24]=1[CH2:25][CH3:26].ON1C2C=CC=CC=2N=N1.Cl.C(N=C=NCCCN(C)C)C.C(N(CC)CC)C. The catalyst is CN(C)C(=O)C.ClCCl.O.C(O)(C(F)(F)F)=O.C(OCC)(=O)C. The product is [Cl:19][C:20]1[N:21]=[C:22]([C:27]([NH:1][C@H:2]2[CH2:7][CH2:6][C@H:5]([C:8]3[CH:9]=[C:10]([CH:16]=[CH:17][CH:18]=3)[C:11]([O:13][CH2:14][CH3:15])=[O:12])[CH2:4][CH2:3]2)=[O:28])[NH:23][C:24]=1[CH2:25][CH3:26]. The yield is 0.530. (3) The reactants are [CH2:1]([O:3][C@@H:4]([CH2:9][C:10]1[CH:15]=[CH:14][C:13]([C:16]2[CH:21]=[CH:20][CH:19]=[C:18]([N:22]([CH3:35])[C:23](OC3C=CC([N+]([O-])=O)=CC=3)=[O:24])[N:17]=2)=[CH:12][CH:11]=1)[C:5]([O:7][CH3:8])=[O:6])[CH3:2].CN(C)C=O.[CH2:41]([NH2:46])[CH2:42][CH2:43][CH2:44][CH3:45]. The catalyst is O. The product is [CH2:1]([O:3][C@@H:4]([CH2:9][C:10]1[CH:11]=[CH:12][C:13]([C:16]2[CH:21]=[CH:20][CH:19]=[C:18]([N:22]([CH3:35])[C:23]([NH:46][CH2:41][CH2:42][CH2:43][CH2:44][CH3:45])=[O:24])[N:17]=2)=[CH:14][CH:15]=1)[C:5]([O:7][CH3:8])=[O:6])[CH3:2]. The yield is 0.760. (4) The product is [N:13]1[CH:14]=[CH:15][C:10]([C:6]2[NH:16][C:18]3[C:8]([CH:7]=2)=[CH:25][C:21]([C:22]([OH:24])=[O:23])=[CH:20][CH:19]=3)=[CH:11][CH:12]=1. The reactants are OP(O)(O)=O.[C:6]([C:10]1[CH:15]=[CH:14][N:13]=[CH:12][CH:11]=1)(=O)[CH2:7][CH3:8].[NH:16]([C:18]1C=[CH:25][C:21]([C:22]([OH:24])=[O:23])=[CH:20][CH:19]=1)N. The yield is 1.00. The catalyst is O. (5) The reactants are C[O:2][C:3](=[O:21])[CH2:4][N:5]1[CH2:8][C:7]2([CH2:12][CH2:11][CH2:10][N:9]2[C:13]([O:15][C:16]([CH3:19])([CH3:18])[CH3:17])=[O:14])[C:6]1=[O:20].O[Li].O. The catalyst is C1COCC1.O. The product is [C:16]([O:15][C:13]([N:9]1[CH2:10][CH2:11][CH2:12][C:7]21[C:6](=[O:20])[N:5]([CH2:4][C:3]([OH:21])=[O:2])[CH2:8]2)=[O:14])([CH3:19])([CH3:17])[CH3:18]. The yield is 0.526.